Dataset: CYP2C19 inhibition data for predicting drug metabolism from PubChem BioAssay. Task: Regression/Classification. Given a drug SMILES string, predict its absorption, distribution, metabolism, or excretion properties. Task type varies by dataset: regression for continuous measurements (e.g., permeability, clearance, half-life) or binary classification for categorical outcomes (e.g., BBB penetration, CYP inhibition). Dataset: cyp2c19_veith. (1) The compound is CC(=O)O[C@H]1CC[C@@]2(C)C(=CC[C@H]3[C@H]2CC[C@@]2(C)[C@H]([C@H](C)C(=O)O)CC[C@H]32)C1. The result is 0 (non-inhibitor). (2) The drug is CC1CCN(CC(C)CNC(=O)c2cc(-c3ccccn3)nc3ccccc23)CC1. The result is 0 (non-inhibitor).